Task: Regression. Given a peptide amino acid sequence and an MHC pseudo amino acid sequence, predict their binding affinity value. This is MHC class I binding data.. Dataset: Peptide-MHC class I binding affinity with 185,985 pairs from IEDB/IMGT (1) The peptide sequence is ALFLLKLAGRW. The MHC is Mamu-B17 with pseudo-sequence Mamu-B17. The binding affinity (normalized) is 0.278. (2) The peptide sequence is YLALYNKYKY. The MHC is HLA-A26:01 with pseudo-sequence HLA-A26:01. The binding affinity (normalized) is 0.0882. (3) The peptide sequence is YTDRKWCFD. The MHC is HLA-A01:01 with pseudo-sequence HLA-A01:01. The binding affinity (normalized) is 0.436. (4) The peptide sequence is NPVPVGNIY. The MHC is HLA-B40:01 with pseudo-sequence HLA-B40:01. The binding affinity (normalized) is 0. (5) The peptide sequence is DHQAAFQYI. The MHC is HLA-A11:01 with pseudo-sequence HLA-A11:01. The binding affinity (normalized) is 0.00251. (6) The peptide sequence is RQRLLRAR. The MHC is Mamu-B03 with pseudo-sequence Mamu-B03. The binding affinity (normalized) is 0.276. (7) The peptide sequence is ILMDTICGT. The MHC is HLA-A69:01 with pseudo-sequence HLA-A69:01. The binding affinity (normalized) is 0.255. (8) The peptide sequence is AEMRAYHGF. The MHC is HLA-A26:02 with pseudo-sequence HLA-A26:02. The binding affinity (normalized) is 0.406. (9) The peptide sequence is LLQEKYGLI. The MHC is HLA-B35:01 with pseudo-sequence HLA-B35:01. The binding affinity (normalized) is 0.0847. (10) The peptide sequence is RPNMSRRVF. The MHC is HLA-A02:02 with pseudo-sequence HLA-A02:02. The binding affinity (normalized) is 0.